This data is from Full USPTO retrosynthesis dataset with 1.9M reactions from patents (1976-2016). The task is: Predict the reactants needed to synthesize the given product. Given the product [OH:27][C:28]1[C:36]([C:37]2([CH2:5][OH:16])[C:45]3[C:40](=[CH:41][CH:42]=[CH:43][CH:44]=3)[N:39]([CH2:46][CH2:47][CH2:48][CH2:49][CH3:50])[C:38]2=[O:51])=[CH:35][C:31]2[CH2:32][CH2:33][O:34][C:30]=2[CH:29]=1, predict the reactants needed to synthesize it. The reactants are: BrC1C=CC=C2C=1C(C1C(O)=CC3OCOC=3C=1)[C:5](=[O:16])N2CCCCC.[OH:27][C:28]1[C:36]([CH:37]2[C:45]3[C:40](=[CH:41][CH:42]=[CH:43][CH:44]=3)[N:39]([CH2:46][CH2:47][CH2:48][CH2:49][CH3:50])[C:38]2=[O:51])=[CH:35][C:31]2[CH2:32][CH2:33][O:34][C:30]=2[CH:29]=1.